From a dataset of Reaction yield outcomes from USPTO patents with 853,638 reactions. Predict the reaction yield, written as a fraction of the theoretical maximum amount of product (1.0 means a 100% yield; for example, 0.34 means a 34% yield). The reactants are C(Cl)(Cl)Cl.[Cl:5][C:6]1[CH:11]=[CH:10][C:9]([CH:12]2[C:16]([OH:17])=[C:15]([C:18]([CH3:20])=[O:19])[CH2:14][S:13]2)=[CH:8][CH:7]=1.S(Cl)(Cl)(=O)=O.O. The catalyst is C(O)(C)C. The product is [Cl:5][C:6]1[CH:7]=[CH:8][C:9]([C:12]2[S:13][CH:14]=[C:15]([C:18]([CH3:20])=[O:19])[C:16]=2[OH:17])=[CH:10][CH:11]=1. The yield is 0.770.